Dataset: Full USPTO retrosynthesis dataset with 1.9M reactions from patents (1976-2016). Task: Predict the reactants needed to synthesize the given product. (1) Given the product [NH:32]1[C:33]2[C:29](=[CH:28][C:27]([O:26][C:2]3[C:11]4[C:6](=[CH:7][C:8]([O:14][CH2:15][CH2:16][N:17]5[CH2:22][CH2:21][N:20]([CH2:23][CH2:24][F:25])[CH2:19][CH2:18]5)=[C:9]([O:12][CH3:13])[CH:10]=4)[N:5]=[CH:4][N:3]=3)=[CH:35][N:34]=2)[CH:30]=[CH:31]1, predict the reactants needed to synthesize it. The reactants are: Cl[C:2]1[C:11]2[C:6](=[CH:7][C:8]([O:14][CH2:15][CH2:16][N:17]3[CH2:22][CH2:21][N:20]([CH2:23][CH2:24][F:25])[CH2:19][CH2:18]3)=[C:9]([O:12][CH3:13])[CH:10]=2)[N:5]=[CH:4][N:3]=1.[OH:26][C:27]1[CH:28]=[C:29]2[C:33](=[N:34][CH:35]=1)[NH:32][CH:31]=[CH:30]2.C(=O)([O-])[O-].[K+].[K+]. (2) The reactants are: [Cl:1][C:2]1[CH:7]=[C:6](Cl)[N:5]2[N:9]=[CH:10][CH:11]=[C:4]2[N:3]=1.[OH-].[NH4+:13]. Given the product [Cl:1][C:2]1[CH:7]=[C:6]([NH2:13])[N:5]2[N:9]=[CH:10][CH:11]=[C:4]2[N:3]=1, predict the reactants needed to synthesize it. (3) Given the product [Cl:12][C:13]1[CH:22]=[CH:21][CH:20]=[C:19]2[C:14]=1[CH:15]=[CH:16][CH:17]=[C:18]2[C:23]1[O:9][C:3]2[CH:2]=[CH:1][C:6]([NH2:7])=[CH:5][C:4]=2[N:8]=1, predict the reactants needed to synthesize it. The reactants are: [CH:1]1[C:6]([NH2:7])=[CH:5][C:4]([NH2:8])=[C:3]([OH:9])[CH:2]=1.Cl.Cl.[Cl:12][C:13]1[CH:22]=[CH:21][CH:20]=[C:19]2[C:14]=1[CH:15]=[CH:16][CH:17]=[C:18]2[C:23](O)=O.[OH-].[Na+]. (4) Given the product [CH:1]1([C:7]2[C:8]3[CH:34]=[CH:33][C:32]([C:35]([O:37][CH3:38])=[O:36])=[CH:31][C:9]=3[N:10]3[C:16]=2[C:15]2[CH:17]=[CH:18][CH:19]=[C:20]([N:21]([CH2:22][C:23](=[O:30])[N:24]4[CH2:29][CH2:28][CH2:27][CH2:26][CH2:25]4)[CH2:39][CH2:40][CH3:41])[C:14]=2[O:13][CH2:12][CH2:11]3)[CH2:6][CH2:5][CH2:4][CH2:3][CH2:2]1, predict the reactants needed to synthesize it. The reactants are: [CH:1]1([C:7]2[C:8]3[CH:34]=[CH:33][C:32]([C:35]([O:37][CH3:38])=[O:36])=[CH:31][C:9]=3[N:10]3[C:16]=2[C:15]2[CH:17]=[CH:18][CH:19]=[C:20]([NH:21][CH2:22][C:23](=[O:30])[N:24]4[CH2:29][CH2:28][CH2:27][CH2:26][CH2:25]4)[C:14]=2[O:13][CH2:12][CH2:11]3)[CH2:6][CH2:5][CH2:4][CH2:3][CH2:2]1.[CH:39](=O)[CH2:40][CH3:41].C(O[BH-](OC(=O)C)OC(=O)C)(=O)C.[Na+].C(=O)([O-])O.[Na+]. (5) Given the product [Cl:1][C:2]1[CH:7]=[CH:6][C:5]([C:8]2[N:12]([CH2:13][C:14]([N:16]3[CH2:17][CH2:18][O:19][CH2:20][CH2:21]3)=[O:15])[C:11]3[CH:22]=[C:23]([C:25]([NH:38][CH3:37])=[O:27])[S:24][C:10]=3[C:9]=2[CH:28]2[CH2:29][CH2:30][CH2:31][CH2:32][CH2:33]2)=[CH:4][CH:3]=1, predict the reactants needed to synthesize it. The reactants are: [Cl:1][C:2]1[CH:7]=[CH:6][C:5]([C:8]2[N:12]([CH2:13][C:14]([N:16]3[CH2:21][CH2:20][O:19][CH2:18][CH2:17]3)=[O:15])[C:11]3[CH:22]=[C:23]([C:25]([OH:27])=O)[S:24][C:10]=3[C:9]=2[CH:28]2[CH2:33][CH2:32][CH2:31][CH2:30][CH2:29]2)=[CH:4][CH:3]=1.CN.C[CH2:37][N:38](C(C)C)C(C)C.CN(C(ON1N=NC2C=CC=NC1=2)=[N+](C)C)C.F[P-](F)(F)(F)(F)F.